This data is from Reaction yield outcomes from USPTO patents with 853,638 reactions. The task is: Predict the reaction yield, written as a fraction of the theoretical maximum amount of product (1.0 means a 100% yield; for example, 0.34 means a 34% yield). (1) The reactants are [F:1][C:2]1[CH:7]=[CH:6][C:5]([C:8]2([CH2:18][CH:19]([CH3:21])[CH3:20])[C:12]3[CH:13]=[N:14][CH:15]=[CH:16][C:11]=3[C:10](=[O:17])[O:9]2)=[CH:4][CH:3]=1.Cl. The yield is 0.530. The product is [F:1][C:2]1[CH:3]=[CH:4][C:5]([C:8]2([CH2:18][CH:19]([CH3:21])[CH3:20])[C:12]3[CH2:13][NH:14][CH2:15][CH2:16][C:11]=3[C:10](=[O:17])[O:9]2)=[CH:6][CH:7]=1. The catalyst is ClCCl.C(OCC)C. (2) The reactants are [F:1][C:2]1[CH:34]=[CH:33][C:5]([CH2:6][N:7]2[C:16](=[O:17])[C:15]([C:18]3[NH:23][C:22]4[CH:24]=[CH:25][C:26](I)=[CH:27][C:21]=4[S:20](=[O:30])(=[O:29])[N:19]=3)=[C:14]([OH:31])[C@H:13]3[C@@H:8]2[C@H:9]2[CH2:32][C@@H:12]3[CH2:11][CH2:10]2)=[CH:4][CH:3]=1.[N-:35]=[N+:36]=[N-:37].[Na+].O=C1O[C@H]([C@H](CO)O)C([O-])=C1O.[Na+].CN[C@@H]1CCCC[C@H]1NC. The catalyst is CS(C)=O.O.[Cu]I. The product is [N:35]([C:26]1[CH:25]=[CH:24][C:22]2[NH:23][C:18]([C:15]3[C:16](=[O:17])[N:7]([CH2:6][C:5]4[CH:33]=[CH:34][C:2]([F:1])=[CH:3][CH:4]=4)[C@@H:8]4[C@H:13]([C:14]=3[OH:31])[C@@H:12]3[CH2:32][C@H:9]4[CH2:10][CH2:11]3)=[N:19][S:20](=[O:30])(=[O:29])[C:21]=2[CH:27]=1)=[N+:36]=[N-:37]. The yield is 0.790.